From a dataset of Full USPTO retrosynthesis dataset with 1.9M reactions from patents (1976-2016). Predict the reactants needed to synthesize the given product. (1) Given the product [Cl:17][C:18]1[CH:19]=[C:20]([CH2:25][CH2:26][NH:27][C:5]([C:7]2[CH:12]=[CH:11][C:10]([C:13]([CH3:16])([CH3:15])[CH3:14])=[CH:9][N:8]=2)=[O:6])[CH:21]=[CH:22][C:23]=1[Cl:24], predict the reactants needed to synthesize it. The reactants are: [OH-].[K+].CO[C:5]([C:7]1[CH:12]=[CH:11][C:10]([C:13]([CH3:16])([CH3:15])[CH3:14])=[CH:9][N:8]=1)=[O:6].[Cl:17][C:18]1[CH:19]=[C:20]([CH2:25][CH2:26][NH2:27])[CH:21]=[CH:22][C:23]=1[Cl:24].CN1CCOCC1.CN(C(ON1N=NC2C=CC=CC1=2)=[N+](C)C)C.F[P-](F)(F)(F)(F)F. (2) Given the product [O:3]1[C:4]2[C:5](=[CH:18][CH:19]=[CH:20][CH:21]=2)[CH:6]=[CH:7][C:8]1=[O:9], predict the reactants needed to synthesize it. The reactants are: BrC1[C:8](=[O:9])[CH:7]=[C:6](C2C=CC(OC)=CC=2)[C:5]2[CH:18]=[C:19](OC)[C:20](OC)=[C:21](OC)[C:4]=2[O:3]1.[Br-].[N-]=[N+]=[N-].[Na+].